This data is from Full USPTO retrosynthesis dataset with 1.9M reactions from patents (1976-2016). The task is: Predict the reactants needed to synthesize the given product. Given the product [Br:1][C:2]1[CH:3]=[C:4]([CH:29]=[C:30]([C:32]([F:34])([F:35])[F:33])[CH:31]=1)[CH2:5][O:6][CH2:7][C:8]1([C:21]2[CH:26]=[CH:25][C:24]([F:27])=[CH:23][C:22]=2[F:28])[CH2:9][CH2:10][N:11]([CH3:14])[CH2:12][CH2:13]1, predict the reactants needed to synthesize it. The reactants are: [Br:1][C:2]1[CH:3]=[C:4]([CH:29]=[C:30]([C:32]([F:35])([F:34])[F:33])[CH:31]=1)[CH2:5][O:6][CH2:7][C:8]1([C:21]2[CH:26]=[CH:25][C:24]([F:27])=[CH:23][C:22]=2[F:28])[CH2:13][CH2:12][N:11]([C:14](OC(C)(C)C)=O)[CH2:10][CH2:9]1.C(O[BH-](OC(=O)C)OC(=O)C)(=O)C.[Na+].